Dataset: Forward reaction prediction with 1.9M reactions from USPTO patents (1976-2016). Task: Predict the product of the given reaction. (1) Given the reactants [CH:1]([NH:4][C:5]1[C:10]2[C:11]([C:14]3[CH:19]=[C:18](C4C=NN(C)C=4)[CH:17]=[CH:16][N:15]=3)=[N:12][NH:13][C:9]=2[CH:8]=[CH:7][N:6]=1)([CH3:3])[CH3:2].ClC1C=CN=C([C:33]2[C:37]3C(NC(C)C)=NC=C[C:36]=3[N:35]([CH2:46]C3C=CC(OC)=CC=3)[N:34]=2)C=1.CN1C(B2OC(C)(C)C(C)(C)O2)=CC=N1, predict the reaction product. The product is: [CH:1]([NH:4][C:5]1[C:10]2[C:11]([C:14]3[CH:19]=[C:18]([C:36]4[N:35]([CH3:46])[N:34]=[CH:33][CH:37]=4)[CH:17]=[CH:16][N:15]=3)=[N:12][NH:13][C:9]=2[CH:8]=[CH:7][N:6]=1)([CH3:2])[CH3:3]. (2) Given the reactants [CH3:1][O:2][C:3]1[CH:27]=[CH:26][C:6]([CH2:7][CH:8]2[CH2:12]OS(=O)(=O)[N:9]2[CH:15]([CH:23]([CH3:25])[CH3:24])[C:16]([O:18][C:19]([CH3:22])([CH3:21])[CH3:20])=[O:17])=[CH:5][CH:4]=1.C([O-])([O-])=O.[Cs+].[Cs+].[CH2:34]([NH2:41])[C:35]1[CH:40]=[CH:39][CH:38]=[CH:37][CH:36]=1, predict the reaction product. The product is: [CH2:34]([NH:41][CH2:12][CH:8]([NH:9][CH:15]([CH:23]([CH3:25])[CH3:24])[C:16]([O:18][C:19]([CH3:22])([CH3:21])[CH3:20])=[O:17])[CH2:7][C:6]1[CH:26]=[CH:27][C:3]([O:2][CH3:1])=[CH:4][CH:5]=1)[C:35]1[CH:40]=[CH:39][CH:38]=[CH:37][CH:36]=1. (3) Given the reactants [C:1]([C:3]1[C:4](=[C:18]([C:21]#[N:22])[C:19]#[N:20])[O:5][C:6]([CH3:17])([CH3:16])[C:7]=1[C:8]1[CH:13]=[CH:12][C:11]([C:14]#[CH:15])=[CH:10][CH:9]=1)#[N:2].[N:23]([C:26]1[CH:31]=[CH:30][CH:29]=[CH:28][CH:27]=1)=[N+:24]=[N-:25].O=C1O[C@H]([C@H](CO)O)C([O-])=C1O.[Na+].O, predict the reaction product. The product is: [C:1]([C:3]1[C:4](=[C:18]([C:19]#[N:20])[C:21]#[N:22])[O:5][C:6]([CH3:17])([CH3:16])[C:7]=1[C:8]1[CH:13]=[CH:12][C:11]([C:14]2[N:25]=[N:24][N:23]([C:26]3[CH:31]=[CH:30][CH:29]=[CH:28][CH:27]=3)[CH:15]=2)=[CH:10][CH:9]=1)#[N:2]. (4) Given the reactants [F:1][C:2]1[CH:11]=[C:10]2[C:5]([CH2:6][CH2:7][C:8](=[O:13])[N:9]2[CH3:12])=[CH:4][C:3]=1[C:14]1[CH:15]=[C:16]([CH2:20][NH:21][S:22]([CH2:25][CH3:26])(=[O:24])=[O:23])[CH:17]=[N:18][CH:19]=1.[CH3:27]C(C)([O-])C.[K+].CI.O, predict the reaction product. The product is: [F:1][C:2]1[CH:11]=[C:10]2[C:5]([CH2:6][CH2:7][C:8](=[O:13])[N:9]2[CH3:12])=[CH:4][C:3]=1[C:14]1[CH:15]=[C:16]([CH2:20][N:21]([CH3:27])[S:22]([CH2:25][CH3:26])(=[O:24])=[O:23])[CH:17]=[N:18][CH:19]=1. (5) Given the reactants [Cl:1][C:2]1[CH:3]=[C:4]([CH:6]=[CH:7][C:8]=1[F:9])[NH2:5].[Br:10]N1C(=O)CCC1=O, predict the reaction product. The product is: [Br:10][C:6]1[CH:7]=[C:8]([F:9])[C:2]([Cl:1])=[CH:3][C:4]=1[NH2:5]. (6) Given the reactants [H-].[Na+].[CH:3]1=[CH:4][CH2:5][CH:6]([OH:11])[CH2:7][CH2:8][CH2:9][CH2:10]1.Br[CH2:13][C:14]([OH:16])=[O:15], predict the reaction product. The product is: [CH:6]1([O:11][CH2:13][C:14]([OH:16])=[O:15])[CH2:7][CH2:8][CH2:9][CH:10]=[CH:3][CH2:4][CH2:5]1. (7) Given the reactants [NH2:1][C:2]1[C:11]2[C:6](=[CH:7][C:8]([CH2:12][N:13]3[CH2:18][CH2:17][N:16]([CH2:19][C:20]#[CH:21])[CH2:15][C:14]3=[O:22])=[CH:9][CH:10]=2)[N:5]=[CH:4][N:3]=1.C(OC(=O)[NH:29][C:30]1[CH:35]=[CH:34][N:33]=[CH:32][C:31]=1I)(C)(C)C.CCN(CC)CC, predict the reaction product. The product is: [NH2:1][C:2]1[C:11]2[C:6](=[CH:7][C:8]([CH2:12][N:13]3[CH2:18][CH2:17][N:16]([CH2:19][C:20]4[NH:29][C:30]5[CH:35]=[CH:34][N:33]=[CH:32][C:31]=5[CH:21]=4)[CH2:15][C:14]3=[O:22])=[CH:9][CH:10]=2)[N:5]=[CH:4][N:3]=1. (8) Given the reactants [CH3:1][C:2]1[C:6]2[CH:7]=[CH:8][CH:9]=[CH:10][C:5]=2[O:4][C:3]=1[C:11]([OH:13])=O.[CH3:14][NH:15][C:16]1[S:17][CH:18]=[CH:19][N:20]=1.CN(C(ON1N=NC2C=CC=NC1=2)=[N+](C)C)C.F[P-](F)(F)(F)(F)F.CCN(C(C)C)C(C)C, predict the reaction product. The product is: [CH3:14][N:15]([C:16]1[S:17][CH:18]=[CH:19][N:20]=1)[C:11]([C:3]1[O:4][C:5]2[CH:10]=[CH:9][CH:8]=[CH:7][C:6]=2[C:2]=1[CH3:1])=[O:13]. (9) Given the reactants [F:1][CH:2]([F:32])[C:3]1[CH:7]=[C:6]([CH:8]([F:10])[F:9])[N:5]([CH2:11][C:12]([N:14]2[CH2:19][CH2:18][CH:17]([C:20]3[S:21][CH:22]=[C:23]([C:25]4[CH2:29][CH:28]([CH2:30]Br)[O:27][N:26]=4)[N:24]=3)[CH2:16][CH2:15]2)=[O:13])[N:4]=1.[F:33][C:34]1[CH:39]=[CH:38][CH:37]=[C:36]([F:40])[C:35]=1[OH:41].[OH-].[Na+].Cl, predict the reaction product. The product is: [F:1][CH:2]([F:32])[C:3]1[CH:7]=[C:6]([CH:8]([F:10])[F:9])[N:5]([CH2:11][C:12]([N:14]2[CH2:19][CH2:18][CH:17]([C:20]3[S:21][CH:22]=[C:23]([C:25]4[CH2:29][CH:28]([CH2:30][O:41][C:35]5[C:34]([F:33])=[CH:39][CH:38]=[CH:37][C:36]=5[F:40])[O:27][N:26]=4)[N:24]=3)[CH2:16][CH2:15]2)=[O:13])[N:4]=1.